From a dataset of Catalyst prediction with 721,799 reactions and 888 catalyst types from USPTO. Predict which catalyst facilitates the given reaction. Reactant: Br[C:2]1[CH:7]=[CH:6][C:5]([CH:8]2[CH2:13][O:12][CH:11]([CH2:14][C:15]([O:17][CH2:18][C:19]3[CH:24]=[CH:23][CH:22]=[CH:21][CH:20]=3)=[O:16])[CH2:10][CH2:9]2)=[CH:4][CH:3]=1.[NH2:25][C:26]1[CH:31]=[CH:30][C:29](B(O)O)=[CH:28][CH:27]=1.C([O-])([O-])=O.[Na+].[Na+]. Product: [NH2:25][C:26]1[CH:31]=[CH:30][C:29]([C:2]2[CH:7]=[CH:6][C:5]([CH:8]3[CH2:13][O:12][CH:11]([CH2:14][C:15]([O:17][CH2:18][C:19]4[CH:24]=[CH:23][CH:22]=[CH:21][CH:20]=4)=[O:16])[CH2:10][CH2:9]3)=[CH:4][CH:3]=2)=[CH:28][CH:27]=1. The catalyst class is: 77.